From a dataset of Forward reaction prediction with 1.9M reactions from USPTO patents (1976-2016). Predict the product of the given reaction. Given the reactants [CH3:1][CH2:2][CH:3]([OH:6])[CH2:4][CH3:5].Cl[C:8]1[CH:9]=[CH:10][C:11]([N+:23]([O-:25])=[O:24])=[C:12]([CH2:14][NH:15][C:16](=[O:22])[O:17][C:18]([CH3:21])([CH3:20])[CH3:19])[CH:13]=1.[H-].[Na+], predict the reaction product. The product is: [CH2:2]([CH:3]([O:6][C:8]1[CH:9]=[CH:10][C:11]([N+:23]([O-:25])=[O:24])=[C:12]([CH2:14][NH:15][C:16](=[O:22])[O:17][C:18]([CH3:21])([CH3:19])[CH3:20])[CH:13]=1)[CH2:4][CH3:5])[CH3:1].